Regression. Given two drug SMILES strings and cell line genomic features, predict the synergy score measuring deviation from expected non-interaction effect. From a dataset of NCI-60 drug combinations with 297,098 pairs across 59 cell lines. (1) Drug 1: CNC(=O)C1=CC=CC=C1SC2=CC3=C(C=C2)C(=NN3)C=CC4=CC=CC=N4. Drug 2: CCCCCOC(=O)NC1=NC(=O)N(C=C1F)C2C(C(C(O2)C)O)O. Cell line: NCI-H460. Synergy scores: CSS=4.68, Synergy_ZIP=1.99, Synergy_Bliss=3.15, Synergy_Loewe=2.82, Synergy_HSA=3.06. (2) Drug 1: CC1=C2C(C(=O)C3(C(CC4C(C3C(C(C2(C)C)(CC1OC(=O)C(C(C5=CC=CC=C5)NC(=O)OC(C)(C)C)O)O)OC(=O)C6=CC=CC=C6)(CO4)OC(=O)C)OC)C)OC. Drug 2: CC12CCC3C(C1CCC2O)C(CC4=C3C=CC(=C4)O)CCCCCCCCCS(=O)CCCC(C(F)(F)F)(F)F. Cell line: HL-60(TB). Synergy scores: CSS=79.0, Synergy_ZIP=15.3, Synergy_Bliss=16.3, Synergy_Loewe=-30.6, Synergy_HSA=15.6. (3) Drug 1: CC1=C(C(=CC=C1)Cl)NC(=O)C2=CN=C(S2)NC3=CC(=NC(=N3)C)N4CCN(CC4)CCO. Drug 2: C1=NC2=C(N1)C(=S)N=CN2. Cell line: SNB-75. Synergy scores: CSS=2.35, Synergy_ZIP=14.0, Synergy_Bliss=19.2, Synergy_Loewe=-4.08, Synergy_HSA=-1.19.